This data is from Reaction yield outcomes from USPTO patents with 853,638 reactions. The task is: Predict the reaction yield, written as a fraction of the theoretical maximum amount of product (1.0 means a 100% yield; for example, 0.34 means a 34% yield). (1) The reactants are [NH:1]1[C:9]2[C:4](=[CH:5][CH:6]=[CH:7][CH:8]=2)[C:3](/[CH:10]=[C:11]2\[O:12][C:13]3[C:20]([CH2:21][N:22]4[CH2:27][CH2:26][N:25](C(OC(C)(C)C)=O)[CH2:24][CH2:23]4)=[C:19]([O:35][CH3:36])[CH:18]=[CH:17][C:14]=3[C:15]\2=[O:16])=[N:2]1.FC(F)(F)C(O)=O. The catalyst is C(Cl)Cl. The product is [NH:1]1[C:9]2[C:4](=[CH:5][CH:6]=[CH:7][CH:8]=2)[C:3](/[CH:10]=[C:11]2\[O:12][C:13]3[C:20]([CH2:21][N:22]4[CH2:23][CH2:24][NH:25][CH2:26][CH2:27]4)=[C:19]([O:35][CH3:36])[CH:18]=[CH:17][C:14]=3[C:15]\2=[O:16])=[N:2]1. The yield is 0.0800. (2) The reactants are [CH3:1][C:2]1[N:3]=[C:4]([N:12]2[CH2:16][CH2:15][NH:14][C:13]2=[O:17])[S:5][C:6]=1[C:7]([O:9][CH2:10][CH3:11])=[O:8].I[C:19]1[CH:24]=[CH:23][CH:22]=[CH:21][CH:20]=1.C(=O)([O-])[O-].[K+].[K+].CN[C@@H]1CCCC[C@H]1NC. The catalyst is O1CCOCC1.[Cu]I. The product is [CH3:1][C:2]1[N:3]=[C:4]([N:12]2[CH2:16][CH2:15][N:14]([C:19]3[CH:24]=[CH:23][CH:22]=[CH:21][CH:20]=3)[C:13]2=[O:17])[S:5][C:6]=1[C:7]([O:9][CH2:10][CH3:11])=[O:8]. The yield is 0.890. (3) The reactants are [NH2:1][C:2]1[C:11]2[C:6](=[C:7](Br)[CH:8]=[CH:9][CH:10]=2)[N:5]=[N:4][C:3]=1[C:13]([NH:15][CH2:16][CH2:17][CH3:18])=[O:14].[F:19][C:20]1[C:25]([F:26])=[CH:24][CH:23]=[CH:22][C:21]=1B(O)O. No catalyst specified. The product is [NH2:1][C:2]1[C:11]2[C:6](=[C:7]([C:24]3[CH:23]=[CH:22][CH:21]=[C:20]([F:19])[C:25]=3[F:26])[CH:8]=[CH:9][CH:10]=2)[N:5]=[N:4][C:3]=1[C:13]([NH:15][CH2:16][CH2:17][CH3:18])=[O:14]. The yield is 0.576. (4) The reactants are [CH:1]1([CH2:4][O:5][CH:6]2[CH2:11][CH2:10][NH:9][CH2:8][CH2:7]2)[CH2:3][CH2:2]1.Cl[CH2:13][CH2:14][CH2:15][N:16]1[C:21]2[CH:22]=[CH:23][C:24]([F:26])=[CH:25][C:20]=2[O:19][CH2:18][C:17]1=[O:27].C([O-])([O-])=O.[K+].[K+]. No catalyst specified. The product is [CH:1]1([CH2:4][O:5][CH:6]2[CH2:11][CH2:10][N:9]([CH2:13][CH2:14][CH2:15][N:16]3[C:21]4[CH:22]=[CH:23][C:24]([F:26])=[CH:25][C:20]=4[O:19][CH2:18][C:17]3=[O:27])[CH2:8][CH2:7]2)[CH2:2][CH2:3]1. The yield is 0.420.